Dataset: Forward reaction prediction with 1.9M reactions from USPTO patents (1976-2016). Task: Predict the product of the given reaction. (1) Given the reactants [O:1]1[CH2:4][CH:3]([CH:5]=O)[CH2:2]1.[CH3:7][C:8]([S@@:11]([NH2:13])=[O:12])([CH3:10])[CH3:9], predict the reaction product. The product is: [O:1]1[CH2:4][CH:3](/[CH:5]=[N:13]/[S@:11]([C:8]([CH3:10])([CH3:9])[CH3:7])=[O:12])[CH2:2]1. (2) Given the reactants [CH2:1]([NH:8][C:9]([C:11]1[C:19]2[C:18]3[CH:20]=[C:21]([NH2:24])[CH:22]=[CH:23][C:17]=3[O:16][C:15]=2[C:14]([O:25][CH3:26])=[CH:13][CH:12]=1)=[O:10])[C:2]1[CH:7]=[CH:6][CH:5]=[CH:4][CH:3]=1.[C:27](Cl)(=[O:29])[CH3:28].N1C=CC=CC=1, predict the reaction product. The product is: [CH2:1]([NH:8][C:9]([C:11]1[C:19]2[C:18]3[CH:20]=[C:21]([NH:24][C:27](=[O:29])[CH3:28])[CH:22]=[CH:23][C:17]=3[O:16][C:15]=2[C:14]([O:25][CH3:26])=[CH:13][CH:12]=1)=[O:10])[C:2]1[CH:3]=[CH:4][CH:5]=[CH:6][CH:7]=1.